From a dataset of Catalyst prediction with 721,799 reactions and 888 catalyst types from USPTO. Predict which catalyst facilitates the given reaction. (1) Reactant: [S:1]1[C:5]2[CH2:6][CH2:7][CH2:8][C:4]=2[N:3]=[C:2]1[C:9]1[C:13]([C:14]([OH:16])=O)=[CH:12][N:11]([CH2:17][O:18][CH2:19][CH2:20][Si:21]([CH3:24])([CH3:23])[CH3:22])[N:10]=1.[CH3:25][C:26]([NH2:29])([CH3:28])[CH3:27].Cl.CN(C)CCCN=C=NCC.C1C=CC2N(O)N=NC=2C=1. Product: [C:26]([NH:29][C:14]([C:13]1[C:9]([C:2]2[S:1][C:5]3[CH2:6][CH2:7][CH2:8][C:4]=3[N:3]=2)=[N:10][N:11]([CH2:17][O:18][CH2:19][CH2:20][Si:21]([CH3:23])([CH3:24])[CH3:22])[CH:12]=1)=[O:16])([CH3:28])([CH3:27])[CH3:25]. The catalyst class is: 3. (2) Reactant: [O:1]1[C:10]2[CH:9]=[C:8]([CH:11](O)[CH2:12][Si](C)(C)C)[N:7]=[CH:6][C:5]=2[O:4][CH2:3][CH2:2]1.CC([O-])(C)C.[K+]. Product: [CH:11]([C:8]1[N:7]=[CH:6][C:5]2[O:4][CH2:3][CH2:2][O:1][C:10]=2[CH:9]=1)=[CH2:12]. The catalyst class is: 1. (3) Reactant: [Cl:1][C:2]1[CH:3]=[CH:4][C:5]([N:8]2[CH:16]([OH:17])[C:15]3[C:10](=[N:11][CH:12]=[CH:13][N:14]=3)[C:9]2=[O:18])=[N:6][CH:7]=1.Cl.Cl[C:21]([N:23]1[CH2:28][CH2:27][N:26]([CH3:29])[CH2:25][CH2:24]1)=[O:22]. Product: [CH3:29][N:26]1[CH2:27][CH2:28][N:23]([C:21]([O:18][CH:9]2[N:8]([C:5]3[CH:4]=[CH:3][C:2]([Cl:1])=[CH:7][N:6]=3)[C:16](=[O:17])[C:15]3[N:14]=[CH:13][CH:12]=[N:11][C:10]2=3)=[O:22])[CH2:24][CH2:25]1. The catalyst class is: 66. (4) The catalyst class is: 2. Product: [C:1]([O:5][C:6](=[O:29])[NH:7][CH2:8][CH2:9][C:10]1[CH:11]=[CH:12][C:13]([N:16]2[C:17]3[C:26]4[CH:25]=[C:24]([Br:27])[CH:23]=[CH:22][C:21]=4[N:20]=[CH:19][C:18]=3[N:28]=[C:33]2[CH:30]2[CH2:32][CH2:31]2)=[CH:14][CH:15]=1)([CH3:4])([CH3:2])[CH3:3]. Reactant: [C:1]([O:5][C:6](=[O:29])[NH:7][CH2:8][CH2:9][C:10]1[CH:15]=[CH:14][C:13]([NH:16][C:17]2[C:26]3[C:21](=[CH:22][CH:23]=[C:24]([Br:27])[CH:25]=3)[N:20]=[CH:19][C:18]=2[NH2:28])=[CH:12][CH:11]=1)([CH3:4])([CH3:3])[CH3:2].[CH:30]1([CH:33]=O)[CH2:32][CH2:31]1.C(O)(=O)C. (5) Reactant: [Br:1][C:2]1[C:3]([F:10])=[C:4]([OH:9])[C:5]([Cl:8])=[CH:6][CH:7]=1.Cl[C:12]([F:17])([F:16])C([O-])=O.[Na+].C(=O)([O-])[O-].[K+].[K+].Cl.[OH-].[Na+]. Product: [Br:1][C:2]1[CH:7]=[CH:6][C:5]([Cl:8])=[C:4]([O:9][CH:12]([F:17])[F:16])[C:3]=1[F:10]. The catalyst class is: 35. (6) Reactant: [NH:1]1[CH2:6][CH2:5][CH:4]([CH2:7][OH:8])[CH2:3][CH2:2]1.C(N(CC)CC)C.[CH2:16]([O:18][C:19](Cl)=[O:20])[CH3:17]. Product: [OH:8][CH2:7][CH:4]1[CH2:5][CH2:6][N:1]([C:19]([O:18][CH2:16][CH3:17])=[O:20])[CH2:2][CH2:3]1. The catalyst class is: 4.